This data is from Forward reaction prediction with 1.9M reactions from USPTO patents (1976-2016). The task is: Predict the product of the given reaction. (1) Given the reactants C(O)(C(F)(F)F)=O.C1(C)C=C(C)C=C(C)C=1S(O[NH:20]C(=O)OC(C)(C)C)(=O)=O.[CH2:29]([O:36][C:37]1[C:38]([Br:43])=[N:39][CH:40]=[CH:41][CH:42]=1)[C:30]1[CH:35]=[CH:34][CH:33]=[CH:32][CH:31]=1.[C:44]([O:48][CH3:49])(=[O:47])[C:45]#[CH:46].C([O-])([O-])=O.[K+].[K+], predict the reaction product. The product is: [CH2:29]([O:36][C:37]1[CH:42]=[CH:41][C:40]2[N:39]([N:20]=[CH:46][C:45]=2[C:44]([O:48][CH3:49])=[O:47])[C:38]=1[Br:43])[C:30]1[CH:31]=[CH:32][CH:33]=[CH:34][CH:35]=1. (2) Given the reactants CC(OC(/N=N/C(OC(C)C)=O)=O)C.[CH2:15]([O:22][C:23]([N:25]1[CH2:30][CH:29]([O:31][CH2:32][C:33]2[CH:34]=[CH:35][C:36]3[O:41][CH2:40][CH2:39][N:38]([CH2:42][CH2:43][CH2:44][O:45][CH3:46])[C:37]=3[CH:47]=2)[CH:28]([C:48]2[CH:53]=[CH:52][C:51]([O:54][CH:55]3[CH2:59][CH2:58][N:57]([C:60]4[CH:65]=[CH:64][CH:63]=[C:62]([F:66])[CH:61]=4)[CH2:56]3)=[CH:50][CH:49]=2)[CH:27]([OH:67])[CH2:26]1)=[O:24])[C:16]1[CH:21]=[CH:20][CH:19]=[CH:18][CH:17]=1.C(O)(=O)C1C=CC=CC=1.C1(P(C2C=CC=CC=2)C2C=CC=CC=2)C=CC=CC=1, predict the reaction product. The product is: [CH2:15]([O:22][C:23]([N:25]1[CH2:30][CH:29]([O:31][CH2:32][C:33]2[CH:34]=[CH:35][C:36]3[O:41][CH2:40][CH2:39][N:38]([CH2:42][CH2:43][CH2:44][O:45][CH3:46])[C:37]=3[CH:47]=2)[CH:28]([C:48]2[CH:53]=[CH:52][C:51]([O:54][CH:55]3[CH2:59][CH2:58][N:57]([C:60]4[CH:65]=[CH:64][CH:63]=[C:62]([F:66])[CH:61]=4)[CH2:56]3)=[CH:50][CH:49]=2)[C@@H:27]([OH:67])[CH2:26]1)=[O:24])[C:16]1[CH:21]=[CH:20][CH:19]=[CH:18][CH:17]=1.